Predict which catalyst facilitates the given reaction. From a dataset of Catalyst prediction with 721,799 reactions and 888 catalyst types from USPTO. (1) Reactant: N#N.[CH2:3]([O:5][C:6]([C:8]1[N:9]=[C:10](/[CH:13]=C/C2C=CC=CC=2)[O:11][CH:12]=1)=[O:7])[CH3:4].[OH2:21]. Product: [CH2:3]([O:5][C:6]([C:8]1[N:9]=[C:10]([CH:13]=[O:21])[O:11][CH:12]=1)=[O:7])[CH3:4]. The catalyst class is: 21. (2) Reactant: [F:1][C:2]1[CH:7]=[CH:6][CH:5]=[CH:4][C:3]=1[C:8]1[C:9]([N:17]2[CH2:22][CH2:21][NH:20][CH2:19][CH2:18]2)=[C:10]2[CH:16]=[CH:15][NH:14][C:11]2=[N:12][CH:13]=1.[C:23]([O:27][C:28]([N:30]([CH:43]([CH3:45])[CH3:44])[CH2:31][C@H:32]([C:36]1[CH:41]=[CH:40][C:39]([Cl:42])=[CH:38][CH:37]=1)[C:33](O)=[O:34])=[O:29])([CH3:26])([CH3:25])[CH3:24].C1C=CC2N(O)N=NC=2C=1.O.CCN=C=NCCCN(C)C.CCN(C(C)C)C(C)C.C([O-])([O-])=O.[Na+].[Na+]. Product: [Cl:42][C:39]1[CH:40]=[CH:41][C:36]([C@H:32]([C:33]([N:20]2[CH2:19][CH2:18][N:17]([C:9]3[C:8]([C:3]4[CH:4]=[CH:5][CH:6]=[CH:7][C:2]=4[F:1])=[CH:13][N:12]=[C:11]4[NH:14][CH:15]=[CH:16][C:10]=34)[CH2:22][CH2:21]2)=[O:34])[CH2:31][N:30]([CH:43]([CH3:44])[CH3:45])[C:28](=[O:29])[O:27][C:23]([CH3:25])([CH3:24])[CH3:26])=[CH:37][CH:38]=1. The catalyst class is: 2. (3) Reactant: C(OC([N:8]1[CH2:13][CH2:12][N:11]([C:14]([C:16]2[NH:17][C:18]3[C:23]([CH:24]=2)=[CH:22][CH:21]=[CH:20][CH:19]=3)=[O:15])[CH2:10][CH2:9]1)=O)(C)(C)C.[F:25][C:26]([F:31])([F:30])[C:27]([OH:29])=[O:28]. Product: [F:25][C:26]([F:31])([F:30])[C:27]([OH:29])=[O:28].[NH:17]1[C:18]2[C:23](=[CH:22][CH:21]=[CH:20][CH:19]=2)[CH:24]=[C:16]1[C:14]([N:11]1[CH2:12][CH2:13][NH:8][CH2:9][CH2:10]1)=[O:15]. The catalyst class is: 4. (4) Reactant: C[O-].[Na+].[SH:4][CH2:5][C:6](=[O:8])[CH3:7].[Br:9][C:10]1[CH:19]=[C:18]2[C:13]([C:14](Cl)=[C:15]([CH:20]=O)[CH2:16][O:17]2)=[CH:12][CH:11]=1. Product: [Br:9][C:10]1[CH:11]=[CH:12][C:13]2[C:14]3[S:4][C:5]([C:6](=[O:8])[CH3:7])=[CH:20][C:15]=3[CH2:16][O:17][C:18]=2[CH:19]=1. The catalyst class is: 5. (5) Reactant: C(N(CC)CC)C.[Cl:8][C:9]1[CH:16]=[CH:15][C:12]([C:13]#[N:14])=[CH:11][N:10]=1.Cl.[NH2:18][OH:19]. Product: [Cl:8][C:9]1[N:10]=[CH:11][C:12]([C:13](=[N:18][OH:19])[NH2:14])=[CH:15][CH:16]=1. The catalyst class is: 8. (6) Reactant: O.[NH2:2][NH2:3].C([O:6][CH:7]=[C:8]([C:14]([O:16][CH2:17][CH3:18])=[O:15])[C:9](OCC)=O)C. Product: [OH:6][C:7]1[C:8]([C:14]([O:16][CH2:17][CH3:18])=[O:15])=[CH:9][NH:3][N:2]=1. The catalyst class is: 8. (7) Reactant: [CH:1]1[CH:8]=[CH:7][C:5](=[O:6])[C:4]([OH:9])=[CH:3][CH:2]=1.[N:10]1[CH:15]=[CH:14][CH:13]=[N:12][C:11]=1[N:16]1[CH2:21][CH2:20][NH:19][CH2:18][CH2:17]1.[C:22](O)(=O)C.C=O. Product: [OH:6][C:5]1[C:4](=[O:9])[C:3]([CH2:22][N:19]2[CH2:20][CH2:21][N:16]([C:11]3[N:12]=[CH:13][CH:14]=[CH:15][N:10]=3)[CH2:17][CH2:18]2)=[CH:2][CH:1]=[CH:8][CH:7]=1. The catalyst class is: 5.